Dataset: Reaction yield outcomes from USPTO patents with 853,638 reactions. Task: Predict the reaction yield, written as a fraction of the theoretical maximum amount of product (1.0 means a 100% yield; for example, 0.34 means a 34% yield). The reactants are [CH3:1][O:2][CH2:3][O:4][C:5]1[CH:10]=[C:9]([O:11][C:12]([CH3:16])([CH3:15])[C:13]#[CH:14])[CH:8]=[CH:7][C:6]=1[N+:17]([O-:19])=[O:18]. The catalyst is ClC1C=CC=CC=1Cl. The product is [CH3:1][O:2][CH2:3][O:4][C:5]1[C:6]([N+:17]([O-:19])=[O:18])=[CH:7][C:8]2[CH:14]=[CH:13][C:12]([CH3:15])([CH3:16])[O:11][C:9]=2[CH:10]=1. The yield is 0.770.